This data is from Full USPTO retrosynthesis dataset with 1.9M reactions from patents (1976-2016). The task is: Predict the reactants needed to synthesize the given product. Given the product [C:1]1([C:7]2[CH:16]=[C:15]3[C:10]([C:11]([OH:31])=[C:12]([C:20]([NH:22][CH2:23][C:24]([OH:26])=[O:25])=[O:21])[C:13](=[O:19])[C:14]3([CH3:17])[CH3:18])=[CH:9][CH:8]=2)[CH:6]=[CH:5][CH:4]=[CH:3][CH:2]=1, predict the reactants needed to synthesize it. The reactants are: [C:1]1([C:7]2[CH:16]=[C:15]3[C:10]([C:11]([OH:31])=[C:12]([C:20]([NH:22][CH2:23][C:24]([O:26]C(C)(C)C)=[O:25])=[O:21])[C:13](=[O:19])[C:14]3([CH3:18])[CH3:17])=[CH:9][CH:8]=2)[CH:6]=[CH:5][CH:4]=[CH:3][CH:2]=1.C(O)(C(F)(F)F)=O.